This data is from Human Reference Interactome with 51,813 positive PPI pairs across 8,248 proteins, plus equal number of experimentally-validated negative pairs. The task is: Binary Classification. Given two protein amino acid sequences, predict whether they physically interact or not. Protein 1 (ENSG00000119715) has sequence MSSDDRHLGSSCGSFIKTEPSSPSSGIDALSHHSPSGSSDASGGFGLALGTHANGLDSPPMFAGAGLGGTPCRKSYEDCASGIMEDSAIKCEYMLNAIPKRLCLVCGDIASGYHYGVASCEACKAFFKRTIQGNIEYSCPATNECEITKRRRKSCQACRFMKCLKVGMLKEGVRLDRVRGGRQKYKRRLDSESSPYLSLQISPPAKKPLTKIVSYLLVAEPDKLYAMPPPGMPEGDIKALTTLCDLADRELVVIIGWAKHIPGFSSLSLGDQMSLLQSAWMEILILGIVYRSLPYDDKLV.... Protein 2 (ENSG00000133104) has sequence MEQEPQNGEPAEIKIIREAYKKAFLFVNKGLNTDELGQKEEAKNYYKQGIGHLLRGISISSKESEHTGPGWESARQMQQKMKETLQNVRTRLEILEKGLATSLQNDLQEVPKLYPEFPPKDMCEKLPEPQSFSSAPQHAEVNGNTSTPSAGAVAAPASLSLPSQSCPAEAPPAYTPQAAEGHYTVSYGTDSGEFSSVGEEFYRNHSQPPPLETLGLDADELILIPNGVQIFFVNPAGEVSAPSYPGYLRIVRFLDNSLDTVLNRPPGFLQVCDWLYPLVPDRSPVLKCTAGAYMFPDTML.... Result: 0 (the proteins do not interact).